This data is from Catalyst prediction with 721,799 reactions and 888 catalyst types from USPTO. The task is: Predict which catalyst facilitates the given reaction. (1) Product: [CH3:1][O:2][C:3](=[O:18])[C:4]1[CH:9]=[C:8]([F:10])[C:7]([F:11])=[C:6]([O:12][CH2:13][F:20])[C:5]=1[F:17]. The catalyst class is: 4. Reactant: [CH3:1][O:2][C:3](=[O:18])[C:4]1[CH:9]=[C:8]([F:10])[C:7]([F:11])=[C:6]([O:12][CH2:13]C(O)=O)[C:5]=1[F:17].[Xe](F)[F:20]. (2) Reactant: C[C:2]1[C:3]([NH:12][C@H:13]2[CH2:17][CH2:16][CH2:15][C@@H:14]2[NH:18]C(=O)OC(C)(C)C)=[N:4][CH:5]=[C:6]([C:8]([F:11])([F:10])[F:9])[N:7]=1.[ClH:26].O1CCOC[CH2:28]1. Product: [ClH:26].[CH3:28][N:12]([C:3]1[CH:2]=[N:7][C:6]([C:8]([F:9])([F:10])[F:11])=[CH:5][N:4]=1)[C@H:13]1[CH2:17][CH2:16][CH2:15][C@@H:14]1[NH2:18]. The catalyst class is: 5. (3) Reactant: [C:1]1([C:7]2[CH:12]=[C:11]([N:13]3[CH2:18][CH2:17][NH:16][CH2:15][CH2:14]3)[N:10]=[N:9][C:8]=2[C:19]([F:22])([F:21])[F:20])[CH:6]=[CH:5][CH:4]=[CH:3][CH:2]=1.[ClH:23].CC(O)C. Product: [ClH:23].[C:1]1([C:7]2[CH:12]=[C:11]([N:13]3[CH2:14][CH2:15][NH:16][CH2:17][CH2:18]3)[N:10]=[N:9][C:8]=2[C:19]([F:22])([F:21])[F:20])[CH:2]=[CH:3][CH:4]=[CH:5][CH:6]=1. The catalyst class is: 131. (4) Reactant: [O:1]1[C:5]2[CH:6]=[CH:7][C:8]([NH:10][C:11]3[N:15]=[C:14]([NH2:16])[N:13]([C:17]4[CH:22]=[C:21](Cl)[N:20]=[CH:19][N:18]=4)[N:12]=3)=[CH:9][C:4]=2[O:3][CH2:2]1.[O:1]1[C:5]2[CH:6]=[CH:7][C:8]([NH:10][C:11]3[N:15]=[C:14]([NH2:16])[N:13]([C:17]4[CH:22]=[CH:21][N:20]=[CH:19][N:18]=4)[N:12]=3)=[CH:9][C:4]=2[O:3][CH2:2]1.[H][H]. Product: [O:1]1[C:5]2[CH:6]=[CH:7][C:8]([NH:10][C:11]3[N:15]=[C:14]([NH2:16])[N:13]([C:17]4[CH:22]=[CH:21][N:20]=[CH:19][N:18]=4)[N:12]=3)=[CH:9][C:4]=2[O:3][CH2:2]1. The catalyst class is: 29. (5) Reactant: Cl[C:2]1[N:7]=[C:6]([C:8]2[C:13]([C:14]([O:16][CH3:17])=[O:15])=[CH:12][CH:11]=[CH:10][N:9]=2)[CH:5]=[CH:4][CH:3]=1.[Cl:18][C:19]1[CH:24]=[CH:23][C:22](B(O)O)=[CH:21][CH:20]=1.C([O-])([O-])=O.[K+].[K+].O. Product: [Cl:18][C:19]1[CH:24]=[CH:23][C:22]([C:2]2[N:7]=[C:6]([C:8]3[C:13]([C:14]([O:16][CH3:17])=[O:15])=[CH:12][CH:11]=[CH:10][N:9]=3)[CH:5]=[CH:4][CH:3]=2)=[CH:21][CH:20]=1. The catalyst class is: 184. (6) Reactant: C(O)(=O)C.[CH:5](=[NH:7])[NH2:6].CN(C)[CH:10]=[CH:11][C:12]([C:14]1[CH:15]=[C:16]([CH:21]=[CH:22][CH:23]=1)[C:17]([O:19][CH3:20])=[O:18])=O.C(O)(=O)C.CNC. Product: [N:7]1[CH:10]=[CH:11][C:12]([C:14]2[CH:15]=[C:16]([CH:21]=[CH:22][CH:23]=2)[C:17]([O:19][CH3:20])=[O:18])=[N:6][CH:5]=1. The catalyst class is: 11.